This data is from Reaction yield outcomes from USPTO patents with 853,638 reactions. The task is: Predict the reaction yield, written as a fraction of the theoretical maximum amount of product (1.0 means a 100% yield; for example, 0.34 means a 34% yield). (1) The reactants are COC[O:4][C:5]1[CH:6]=[C:7]([C:11]2[C:16]([CH:17]([CH2:22][CH2:23][CH3:24])[C:18]([O:20]C)=[O:19])=[C:15]([CH3:25])[N:14]=[C:13]([C:26]3[CH:31]=[CH:30][CH:29]=[CH:28][CH:27]=3)[N:12]=2)[CH:8]=[CH:9][CH:10]=1.Cl.[OH-].[Na+]. The catalyst is CO. The product is [OH:4][C:5]1[CH:6]=[C:7]([C:11]2[C:16]([CH:17]([CH2:22][CH2:23][CH3:24])[C:18]([OH:20])=[O:19])=[C:15]([CH3:25])[N:14]=[C:13]([C:26]3[CH:27]=[CH:28][CH:29]=[CH:30][CH:31]=3)[N:12]=2)[CH:8]=[CH:9][CH:10]=1. The yield is 0.710. (2) The reactants are [CH2:1]([O:8][C:9]1[CH:14]=[CH:13][C:12]([F:15])=[C:11]([F:16])[C:10]=1[F:17])[C:2]1[CH:7]=[CH:6][CH:5]=[CH:4][CH:3]=1.C([N-]C(C)C)(C)C.[Li+].[C:26](=[O:28])=[O:27]. The catalyst is C1COCC1. The product is [CH2:1]([O:8][C:9]1[C:10]([F:17])=[C:11]([F:16])[C:12]([F:15])=[C:13]([CH:14]=1)[C:26]([OH:28])=[O:27])[C:2]1[CH:3]=[CH:4][CH:5]=[CH:6][CH:7]=1. The yield is 0.820. (3) The reactants are Br[C:2]1[C:3]([F:27])=[CH:4][C:5]2[O:11][CH2:10][CH2:9][N:8]3[C:12]([C:18]4[NH:22][N:21]=[C:20]([CH:23]5[CH2:25][CH2:24]5)[N:19]=4)=[C:13]([C:15]([NH2:17])=[O:16])[N:14]=[C:7]3[C:6]=2[CH:26]=1.[N:28]1[CH:33]=[CH:32][CH:31]=[N:30][C:29]=1[C@:34]([OH:38])([C:36]#[CH:37])[CH3:35].C(NC(C)C)(C)C. The catalyst is CN(C=O)C. The product is [CH:23]1([C:20]2[N:19]=[C:18]([C:12]3[N:8]4[CH2:9][CH2:10][O:11][C:5]5[CH:4]=[C:3]([F:27])[C:2]([C:37]#[C:36][C@@:34]([OH:38])([C:29]6[N:30]=[CH:31][CH:32]=[CH:33][N:28]=6)[CH3:35])=[CH:26][C:6]=5[C:7]4=[N:14][C:13]=3[C:15]([NH2:17])=[O:16])[NH:22][N:21]=2)[CH2:25][CH2:24]1. The yield is 0.400. (4) The reactants are Cl.[NH2:2][C:3]1[CH:32]=[CH:31][C:6]2[NH:7][C:8]([C:13]3[C:14](=[O:30])[C@:15]([CH3:29])([CH2:24][CH2:25][CH:26]([CH3:28])[CH3:27])[C:16]4[C:21]([C:22]=3[OH:23])=[CH:20][CH:19]=[CH:18][CH:17]=4)=[N:9][S:10](=[O:12])(=[O:11])[C:5]=2[CH:4]=1.N1C=CC=CC=1.[N:39]1[C:43]2[CH:44]=[CH:45][CH:46]=[CH:47][C:42]=2[NH:41][C:40]=1[S:48](Cl)(=[O:50])=[O:49]. The catalyst is CC(C)=O. The product is [OH:23][C:22]1[C:21]2[C:16](=[CH:17][CH:18]=[CH:19][CH:20]=2)[C@@:15]([CH3:29])([CH2:24][CH2:25][CH:26]([CH3:28])[CH3:27])[C:14](=[O:30])[C:13]=1[C:8]1[NH:7][C:6]2[CH:31]=[CH:32][C:3]([NH:2][S:48]([C:40]3[NH:39][C:43]4[CH:44]=[CH:45][CH:46]=[CH:47][C:42]=4[N:41]=3)(=[O:49])=[O:50])=[CH:4][C:5]=2[S:10](=[O:12])(=[O:11])[N:9]=1. The yield is 0.450. (5) The reactants are O.[OH-].[Li+].[C:4]([O:8][C:9]([NH:11][CH2:12][C:13]1([C:28]([O:30]CC)=[O:29])[CH2:18][CH2:17][N:16]([C:19]2[C:20]3[CH:27]=[CH:26][NH:25][C:21]=3[N:22]=[CH:23][N:24]=2)[CH2:15][CH2:14]1)=[O:10])([CH3:7])([CH3:6])[CH3:5]. The catalyst is O.C1COCC1.C(O)C.CCOC(C)=O. The product is [C:4]([O:8][C:9]([NH:11][CH2:12][C:13]1([C:28]([OH:30])=[O:29])[CH2:14][CH2:15][N:16]([C:19]2[C:20]3[CH:27]=[CH:26][NH:25][C:21]=3[N:22]=[CH:23][N:24]=2)[CH2:17][CH2:18]1)=[O:10])([CH3:7])([CH3:5])[CH3:6]. The yield is 0.631. (6) The reactants are [F-:1].[Cs+].[C:3]1(OS(C(F)(F)F)(=O)=O)[C:12]2[C:7](=[CH:8][CH:9]=[CH:10][CH:11]=2)[CH:6]=[CH:5][CH:4]=1.C1(C)C=CC=CC=1. The catalyst is CCOC(C)=O. The product is [F:1][C:3]1[C:12]2[C:7](=[CH:8][CH:9]=[CH:10][CH:11]=2)[CH:6]=[CH:5][CH:4]=1. The yield is 0.760. (7) The reactants are [Na].[Br:2][C:3]1[CH:13]=[CH:12][C:6]([C:7]([O:9][CH2:10][CH3:11])=[O:8])=[C:5](F)[CH:4]=1.[CH2:15]([OH:17])[CH3:16]. No catalyst specified. The product is [CH2:10]([O:9][C:7](=[O:8])[C:6]1[CH:12]=[CH:13][C:3]([Br:2])=[CH:4][C:5]=1[O:17][CH2:15][CH3:16])[CH3:11]. The yield is 0.770. (8) The reactants are Cl.C([O:5][C:6]1[CH:7]=[C:8]2[C:13](=[CH:14][C:15]=1[O:16][CH3:17])[N:12]=[CH:11][N:10]=[C:9]2[NH:18][C:19]1[CH:24]=[CH:23][CH:22]=[C:21]([Cl:25])[C:20]=1[F:26])(=O)C.N. The catalyst is CO. The product is [Cl:25][C:21]1[C:20]([F:26])=[C:19]([CH:24]=[CH:23][CH:22]=1)[NH:18][C:9]1[C:8]2[C:13](=[CH:14][C:15]([O:16][CH3:17])=[C:6]([OH:5])[CH:7]=2)[N:12]=[CH:11][N:10]=1. The yield is 0.770.